This data is from Full USPTO retrosynthesis dataset with 1.9M reactions from patents (1976-2016). The task is: Predict the reactants needed to synthesize the given product. The reactants are: Br[C:2]1[C:10]2[N:9]3[CH2:11][CH2:12][CH2:13][NH:14][C:15](=[O:16])[C:8]3=[C:7]([CH3:17])[C:6]=2[CH:5]=[C:4]([C:18]#[N:19])[CH:3]=1.[Cl:20][C:21]1[CH:26]=[CH:25][C:24](B(O)O)=[CH:23][CH:22]=1. Given the product [Cl:20][C:21]1[CH:26]=[CH:25][C:24]([C:2]2[C:10]3[N:9]4[CH2:11][CH2:12][CH2:13][NH:14][C:15](=[O:16])[C:8]4=[C:7]([CH3:17])[C:6]=3[CH:5]=[C:4]([C:18]#[N:19])[CH:3]=2)=[CH:23][CH:22]=1, predict the reactants needed to synthesize it.